The task is: Predict the reaction yield, written as a fraction of the theoretical maximum amount of product (1.0 means a 100% yield; for example, 0.34 means a 34% yield).. This data is from Reaction yield outcomes from USPTO patents with 853,638 reactions. (1) The reactants are Br[C:2]1[N:3]=[C:4]2[N:11]([CH2:12][CH2:13][N:14]3[CH2:19][CH2:18][O:17][CH2:16][CH2:15]3)[CH2:10][C:9](=[O:20])[NH:8][C:5]2=[N:6][CH:7]=1.C[Sn](C)(C)[C:23]1[CH:24]=[CH:25][C:26]([C:29]([OH:32])([CH3:31])[CH3:30])=[N:27][CH:28]=1. The catalyst is CN(C)C=O.C1C=CC(P(C2C=CC=CC=2)[C-]2C=CC=C2)=CC=1.C1C=CC(P(C2C=CC=CC=2)[C-]2C=CC=C2)=CC=1.Cl[Pd]Cl.[Fe+2]. The product is [OH:32][C:29]([C:26]1[N:27]=[CH:28][C:23]([C:2]2[N:3]=[C:4]3[N:11]([CH2:12][CH2:13][N:14]4[CH2:19][CH2:18][O:17][CH2:16][CH2:15]4)[CH2:10][C:9](=[O:20])[NH:8][C:5]3=[N:6][CH:7]=2)=[CH:24][CH:25]=1)([CH3:31])[CH3:30]. The yield is 0.260. (2) The reactants are [CH3:1][C:2]1[N:7]=[C:6]([N+:8]([O-:10])=[O:9])[C:5]([O:11][CH2:12][CH2:13][O:14][C:15](=[O:17])[CH3:16])=[CH:4][CH:3]=1.[Br:18]N1C(=O)CCC1=O.CC(N=NC(C#N)(C)C)(C#N)C. The catalyst is C(Cl)(Cl)(Cl)Cl. The product is [Br:18][CH2:1][C:2]1[N:7]=[C:6]([N+:8]([O-:10])=[O:9])[C:5]([O:11][CH2:12][CH2:13][O:14][C:15](=[O:17])[CH3:16])=[CH:4][CH:3]=1. The yield is 0.370.